Dataset: Forward reaction prediction with 1.9M reactions from USPTO patents (1976-2016). Task: Predict the product of the given reaction. (1) Given the reactants [NH2:1][C:2]1[CH:7]=[C:6]([N:8]2[CH2:12][CH2:11][CH2:10][S:9]2(=[O:14])=[O:13])[CH:5]=[CH:4][C:3]=1[C:15]([N:17]1[CH2:22][CH2:21][N:20]([C:23]2[CH:28]=[CH:27][C:26]([CH3:29])=[CH:25][C:24]=2[CH3:30])[CH2:19][CH2:18]1)=[O:16].C(N(CC)CC)C.[C:38](Cl)(=[O:40])[CH3:39].O, predict the reaction product. The product is: [CH3:30][C:24]1[CH:25]=[C:26]([CH3:29])[CH:27]=[CH:28][C:23]=1[N:20]1[CH2:21][CH2:22][N:17]([C:15]([C:3]2[CH:4]=[CH:5][C:6]([N:8]3[CH2:12][CH2:11][CH2:10][S:9]3(=[O:14])=[O:13])=[CH:7][C:2]=2[NH:1][C:38](=[O:40])[CH3:39])=[O:16])[CH2:18][CH2:19]1. (2) Given the reactants [CH3:1][O:2][C:3]1[CH:4]=[C:5]2[C:10](=[CH:11][C:12]=1[O:13][CH3:14])[N:9]=[CH:8][CH:7]=[C:6]2[O:15][C:16]1[CH:22]=[CH:21][C:19]([NH2:20])=[C:18]([CH3:23])[C:17]=1[CH3:24].Cl[C:26](Cl)([O:28]C(=O)OC(Cl)(Cl)Cl)Cl.[CH3:37][CH2:38][CH:39]([OH:42])[CH2:40][CH3:41].C(=O)(O)[O-].[Na+], predict the reaction product. The product is: [CH3:1][O:2][C:3]1[CH:4]=[C:5]2[C:10](=[CH:11][C:12]=1[O:13][CH3:14])[N:9]=[CH:8][CH:7]=[C:6]2[O:15][C:16]1[CH:22]=[CH:21][C:19]([NH:20][C:26](=[O:28])[O:42][CH:39]([CH2:40][CH3:41])[CH2:38][CH3:37])=[C:18]([CH3:23])[C:17]=1[CH3:24]. (3) Given the reactants Cl[C:2]1[CH:3]=[CH:4][C:5]2[N:6]([C:8]([CH:11]([C:13]3[C:14]([F:24])=[C:15]4[C:20](=[CH:21][C:22]=3[F:23])[N:19]=[CH:18][CH:17]=[CH:16]4)[CH3:12])=[CH:9][N:10]=2)[N:7]=1.[F-].[K+].OC(C(F)(F)F)=O.[CH:34]1([N:39]2[CH2:44][CH2:43][NH:42][CH2:41][C:40]2=[O:45])[CH2:38][CH2:37][CH2:36][CH2:35]1, predict the reaction product. The product is: [F:24][C:14]1[C:13]([CH:11]([C:8]2[N:6]3[N:7]=[C:2]([N:42]4[CH2:43][CH2:44][N:39]([CH:34]5[CH2:38][CH2:37][CH2:36][CH2:35]5)[C:40](=[O:45])[CH2:41]4)[CH:3]=[CH:4][C:5]3=[N:10][CH:9]=2)[CH3:12])=[C:22]([F:23])[CH:21]=[C:20]2[C:15]=1[CH:16]=[CH:17][CH:18]=[N:19]2. (4) The product is: [CH:1]1([S:4]([NH:7][C@H:8]2[C@@H:13]3[C@@:11]([CH3:14])([CH2:12]3)[C@@H:10]([C:15]([OH:17])=[O:16])[CH2:9]2)(=[O:5])=[O:6])[CH2:2][CH2:3]1.[CH:20]1([S:23]([NH:26][C@@H:27]2[C@H:32]3[C@:30]([CH3:33])([CH2:31]3)[C@H:29]([C:34]([OH:36])=[O:35])[CH2:28]2)(=[O:24])=[O:25])[CH2:21][CH2:22]1. Given the reactants [CH:1]1([S:4]([NH:7][C@H:8]2[C@@H:13]3[C@@:11]([CH3:14])([CH2:12]3)[C@@H:10]([C:15]([O:17]CC)=[O:16])[CH2:9]2)(=[O:6])=[O:5])[CH2:3][CH2:2]1.[CH:20]1([S:23]([NH:26][C@@H:27]2[C@H:32]3[C@:30]([CH3:33])([CH2:31]3)[C@H:29]([C:34]([O:36]CC)=[O:35])[CH2:28]2)(=[O:25])=[O:24])[CH2:22][CH2:21]1, predict the reaction product. (5) Given the reactants Cl[C:2]1[C:11]2[C:6](=[C:7]([C:12]3[CH:17]=[CH:16][CH:15]=[CH:14][CH:13]=3)[CH:8]=[CH:9][CH:10]=2)[C:5]([Cl:18])=[N:4][N:3]=1.[C:19]([NH:23][S:24]([C:27]1[CH:28]=[N:29][CH:30]=[C:31](B2OC(C)(C)C(C)(C)O2)[CH:32]=1)(=[O:26])=[O:25])([CH3:22])([CH3:21])[CH3:20].[O-]P([O-])([O-])=O.[K+].[K+].[K+], predict the reaction product. The product is: [C:19]([NH:23][S:24]([C:27]1[CH:28]=[N:29][CH:30]=[C:31]([C:2]2[C:11]3[C:6](=[C:7]([C:12]4[CH:17]=[CH:16][CH:15]=[CH:14][CH:13]=4)[CH:8]=[CH:9][CH:10]=3)[C:5]([Cl:18])=[N:4][N:3]=2)[CH:32]=1)(=[O:26])=[O:25])([CH3:22])([CH3:20])[CH3:21]. (6) Given the reactants [CH3:1][O:2][C:3](=[O:12])[C:4]1[CH:9]=[CH:8][C:7](N)=[CH:6][C:5]=1[Cl:11].N([O-])=O.[Na+].N(O)=O.C([O-])(O)=O.[Na+].[C:25]([Cu])#[N:26].[C-]#N.[K+], predict the reaction product. The product is: [CH3:1][O:2][C:3](=[O:12])[C:4]1[CH:9]=[CH:8][C:7]([C:25]#[N:26])=[CH:6][C:5]=1[Cl:11]. (7) Given the reactants [Br:1][C:2]1[CH:3]=[C:4]([N:12]2[CH2:17][CH2:16][NH:15][CH2:14][CH2:13]2)[CH:5]=[C:6]([C:8]([F:11])([F:10])[F:9])[CH:7]=1.[C:18](O[C:18]([O:20][C:21]([CH3:24])([CH3:23])[CH3:22])=[O:19])([O:20][C:21]([CH3:24])([CH3:23])[CH3:22])=[O:19], predict the reaction product. The product is: [C:21]([O:20][C:18]([N:15]1[CH2:16][CH2:17][N:12]([C:4]2[CH:5]=[C:6]([C:8]([F:10])([F:11])[F:9])[CH:7]=[C:2]([Br:1])[CH:3]=2)[CH2:13][CH2:14]1)=[O:19])([CH3:24])([CH3:23])[CH3:22]. (8) Given the reactants C[O:2][C:3]1[C:8]([C:9]([F:12])([F:11])[F:10])=[CH:7][CH:6]=[CH:5][C:4]=1[CH:13]1[CH2:18][CH2:17][NH:16][CH2:15][CH2:14]1.Cl.N1C=CC=CC=1.CS(OC1C=CC=C(C2CCNCC2)C=1F)(=O)=O, predict the reaction product. The product is: [NH:16]1[CH2:17][CH2:18][CH:13]([C:4]2[CH:5]=[CH:6][CH:7]=[C:8]([C:9]([F:11])([F:12])[F:10])[C:3]=2[OH:2])[CH2:14][CH2:15]1. (9) The product is: [N:7]1[C:9]([CH:10]=[O:11])=[CH:12][N:1]2[CH2:6][CH2:5][O:4][CH2:3][C:2]=12. Given the reactants [NH:1]1[CH2:6][CH2:5][O:4][CH2:3][C:2]1=[NH:7].Br[C:9](=[CH:12]OC(C)C)[CH:10]=[O:11].C(=O)([O-])[O-].[K+].[K+], predict the reaction product.